This data is from Peptide-MHC class I binding affinity with 185,985 pairs from IEDB/IMGT. The task is: Regression. Given a peptide amino acid sequence and an MHC pseudo amino acid sequence, predict their binding affinity value. This is MHC class I binding data. (1) The peptide sequence is GKLDPTNTL. The MHC is HLA-A01:01 with pseudo-sequence HLA-A01:01. The binding affinity (normalized) is 0.0847. (2) The peptide sequence is SPMVIATTDM. The MHC is HLA-B07:02 with pseudo-sequence HLA-B07:02. The binding affinity (normalized) is 0.716. (3) The peptide sequence is SVANRSKQK. The MHC is H-2-Db with pseudo-sequence H-2-Db. The binding affinity (normalized) is 0. (4) The peptide sequence is MCNVYIPPY. The MHC is HLA-A11:01 with pseudo-sequence HLA-A11:01. The binding affinity (normalized) is 0.206. (5) The peptide sequence is TAVTNFLLSL. The MHC is Patr-A0301 with pseudo-sequence Patr-A0301. The binding affinity (normalized) is 0.199. (6) The peptide sequence is IRGFPRCRY. The MHC is HLA-B15:01 with pseudo-sequence HLA-B15:01. The binding affinity (normalized) is 0. (7) The peptide sequence is KLTEEIIKL. The MHC is HLA-A02:12 with pseudo-sequence HLA-A02:12. The binding affinity (normalized) is 0.583. (8) The peptide sequence is LQIVRFTDY. The MHC is HLA-A30:01 with pseudo-sequence HLA-A30:01. The binding affinity (normalized) is 0.261. (9) The peptide sequence is LSMFVTNKK. The MHC is HLA-A29:02 with pseudo-sequence HLA-A29:02. The binding affinity (normalized) is 0.617. (10) The peptide sequence is FTIQNNTKL. The MHC is H-2-Kb with pseudo-sequence H-2-Kb. The binding affinity (normalized) is 0.0114.